From a dataset of Reaction yield outcomes from USPTO patents with 853,638 reactions. Predict the reaction yield, written as a fraction of the theoretical maximum amount of product (1.0 means a 100% yield; for example, 0.34 means a 34% yield). (1) The reactants are [OH:1][C:2]1[CH:11]=[C:10]2[C:5]([CH:6]=[CH:7][CH:8]=[N:9]2)=[CH:4][CH:3]=1.[Br:12]Br. The catalyst is CC(O)=O.C(Cl)Cl.CCOC(C)=O. The product is [Br:12][C:11]1[C:2]([OH:1])=[CH:3][CH:4]=[C:5]2[C:10]=1[N:9]=[CH:8][CH:7]=[CH:6]2. The yield is 0.760. (2) The reactants are [CH3:1][S:2][C:3]1[CH:8]=[CH:7][C:6]([NH:9][N:10]=[C:11]([C:14]#[N:15])[C:12]#[N:13])=[CH:5][CH:4]=1.CSC1C=CC(N)=CC=1.C(#N)CC#N.O.[NH2:31][NH2:32]. No catalyst specified. The product is [NH2:15][C:14]1[C:11](=[N:10][NH:9][C:6]2[CH:7]=[CH:8][C:3]([S:2][CH3:1])=[CH:4][CH:5]=2)[C:12]([NH2:13])=[N:32][N:31]=1. The yield is 0.770. (3) The reactants are [N+:1]([C:4]1[CH:5]=[C:6]([OH:10])[CH:7]=[CH:8][CH:9]=1)([O-:3])=[O:2].[H-].[Na+].[Cl:13][CH2:14][CH2:15][CH2:16]I.[Na+].[Cl-]. The catalyst is CN(C)C=O.O. The product is [Cl:13][CH2:14][CH2:15][CH2:16][O:10][C:6]1[CH:7]=[CH:8][CH:9]=[C:4]([N+:1]([O-:3])=[O:2])[CH:5]=1. The yield is 0.851. (4) The reactants are P(Cl)(Cl)([Cl:3])=O.[CH3:6][O:7][C:8]1[CH:13]=[CH:12][C:11]([C:14]2[C:15]([C:24]3[CH:29]=[CH:28][CH:27]=[CH:26][CH:25]=3)=[CH:16][N:17]3[C:22]=2[C:21](=O)[NH:20][CH:19]=[N:18]3)=[CH:10][CH:9]=1. The catalyst is ClCCl.O.N. The product is [Cl:3][C:21]1[C:22]2=[C:14]([C:11]3[CH:12]=[CH:13][C:8]([O:7][CH3:6])=[CH:9][CH:10]=3)[C:15]([C:24]3[CH:29]=[CH:28][CH:27]=[CH:26][CH:25]=3)=[CH:16][N:17]2[N:18]=[CH:19][N:20]=1. The yield is 0.780. (5) The reactants are C[Si]([C:5]#[N:6])(C)C.[NH2:7][C:8]1[CH:13]=[CH:12][C:11]([CH3:14])=[CH:10][CH:9]=1.[C:15]1(=O)[CH2:18][CH2:17][CH2:16]1. The catalyst is ClCCl. The product is [CH3:14][C:11]1[CH:12]=[CH:13][C:8]([NH:7][C:15]2([C:5]#[N:6])[CH2:18][CH2:17][CH2:16]2)=[CH:9][CH:10]=1. The yield is 0.980. (6) The reactants are Cl[C:2]1[N:6]2[CH:7]=[C:8]([F:11])[CH:9]=[CH:10][C:5]2=[N:4][N:3]=1.[CH2:12]1[CH2:18][O:17][CH2:16][CH2:15][NH:14][CH2:13]1. The catalyst is CN1C(=O)CCC1. The product is [F:11][C:8]1[CH:9]=[CH:10][C:5]2[N:6]([C:2]([N:14]3[CH2:13][CH2:12][CH2:18][O:17][CH2:16][CH2:15]3)=[N:3][N:4]=2)[CH:7]=1. The yield is 0.250. (7) The reactants are [N:1]1[C:10]2[CH2:9][CH2:8][CH2:7][C@@H:6]([NH:11][C:12](=[O:14])[CH3:13])[C:5]=2[N:4]=[CH:3][CH:2]=1.[CH3:15][C:16]([O:19][C:20](O[C:20]([O:19][C:16]([CH3:18])([CH3:17])[CH3:15])=[O:21])=[O:21])([CH3:18])[CH3:17]. The catalyst is C(#N)C.CN(C1C=CN=CC=1)C. The product is [C:12]([N:11]([C@@H:6]1[CH2:7][CH2:8][CH2:9][C:10]2[N:1]=[CH:2][CH:3]=[N:4][C:5]1=2)[C:20](=[O:21])[O:19][C:16]([CH3:18])([CH3:17])[CH3:15])(=[O:14])[CH3:13]. The yield is 0.500.